Task: Regression. Given two drug SMILES strings and cell line genomic features, predict the synergy score measuring deviation from expected non-interaction effect.. Dataset: NCI-60 drug combinations with 297,098 pairs across 59 cell lines (1) Drug 1: C1CN1C2=NC(=NC(=N2)N3CC3)N4CC4. Drug 2: CC1=CC2C(CCC3(C2CCC3(C(=O)C)OC(=O)C)C)C4(C1=CC(=O)CC4)C. Cell line: PC-3. Synergy scores: CSS=20.2, Synergy_ZIP=4.49, Synergy_Bliss=4.37, Synergy_Loewe=-5.60, Synergy_HSA=1.27. (2) Cell line: T-47D. Synergy scores: CSS=5.92, Synergy_ZIP=-4.97, Synergy_Bliss=-0.712, Synergy_Loewe=-2.46, Synergy_HSA=-1.34. Drug 2: CC12CCC3C(C1CCC2=O)CC(=C)C4=CC(=O)C=CC34C. Drug 1: CNC(=O)C1=CC=CC=C1SC2=CC3=C(C=C2)C(=NN3)C=CC4=CC=CC=N4. (3) Drug 1: CC(C1=C(C=CC(=C1Cl)F)Cl)OC2=C(N=CC(=C2)C3=CN(N=C3)C4CCNCC4)N. Drug 2: CC12CCC3C(C1CCC2OP(=O)(O)O)CCC4=C3C=CC(=C4)OC(=O)N(CCCl)CCCl.[Na+]. Cell line: 786-0. Synergy scores: CSS=3.11, Synergy_ZIP=0.447, Synergy_Bliss=2.57, Synergy_Loewe=1.78, Synergy_HSA=2.38. (4) Drug 1: C(=O)(N)NO. Drug 2: CC(C)CN1C=NC2=C1C3=CC=CC=C3N=C2N. Cell line: NCI/ADR-RES. Synergy scores: CSS=2.63, Synergy_ZIP=0.303, Synergy_Bliss=6.13, Synergy_Loewe=0.142, Synergy_HSA=2.06. (5) Drug 1: C1CN1P(=S)(N2CC2)N3CC3. Drug 2: CC1C(C(CC(O1)OC2CC(CC3=C2C(=C4C(=C3O)C(=O)C5=CC=CC=C5C4=O)O)(C(=O)C)O)N)O. Cell line: OVCAR-4. Synergy scores: CSS=31.8, Synergy_ZIP=0.535, Synergy_Bliss=2.30, Synergy_Loewe=-20.2, Synergy_HSA=5.73. (6) Drug 1: CN(CC1=CN=C2C(=N1)C(=NC(=N2)N)N)C3=CC=C(C=C3)C(=O)NC(CCC(=O)O)C(=O)O. Drug 2: C1CN(CCN1C(=O)CCBr)C(=O)CCBr. Cell line: RXF 393. Synergy scores: CSS=6.58, Synergy_ZIP=-3.56, Synergy_Bliss=-8.00, Synergy_Loewe=-13.7, Synergy_HSA=-8.33. (7) Drug 1: C1=NC2=C(N1)C(=S)N=C(N2)N. Drug 2: COC1=NC(=NC2=C1N=CN2C3C(C(C(O3)CO)O)O)N. Cell line: UO-31. Synergy scores: CSS=27.1, Synergy_ZIP=-0.0803, Synergy_Bliss=-0.828, Synergy_Loewe=-14.4, Synergy_HSA=-0.266. (8) Drug 1: CC(CN1CC(=O)NC(=O)C1)N2CC(=O)NC(=O)C2. Drug 2: C1=CC(=CC=C1C#N)C(C2=CC=C(C=C2)C#N)N3C=NC=N3. Cell line: NCI-H226. Synergy scores: CSS=3.37, Synergy_ZIP=-4.41, Synergy_Bliss=-1.61, Synergy_Loewe=-1.66, Synergy_HSA=-1.06. (9) Drug 1: COC1=NC(=NC2=C1N=CN2C3C(C(C(O3)CO)O)O)N. Drug 2: C1=NC2=C(N=C(N=C2N1C3C(C(C(O3)CO)O)F)Cl)N. Cell line: UACC62. Synergy scores: CSS=2.03, Synergy_ZIP=-0.701, Synergy_Bliss=-0.262, Synergy_Loewe=0.222, Synergy_HSA=-0.625. (10) Drug 1: CCC(=C(C1=CC=CC=C1)C2=CC=C(C=C2)OCCN(C)C)C3=CC=CC=C3.C(C(=O)O)C(CC(=O)O)(C(=O)O)O. Drug 2: C1CN1C2=NC(=NC(=N2)N3CC3)N4CC4. Cell line: ACHN. Synergy scores: CSS=51.7, Synergy_ZIP=-0.829, Synergy_Bliss=1.29, Synergy_Loewe=-25.6, Synergy_HSA=-0.310.